Dataset: Catalyst prediction with 721,799 reactions and 888 catalyst types from USPTO. Task: Predict which catalyst facilitates the given reaction. Reactant: C([N:7]([C:15]1[CH:20]=[CH:19][CH:18]=[C:17](CO)N=1)[C:8](=[O:14])[O:9][C:10]([CH3:13])([CH3:12])[CH3:11])CCCCC.[CH:23]([N:26](CC)[CH:27]([CH3:29])[CH3:28])([CH3:25])[CH3:24].CS(Cl)(=O)=O.[OH:37][N:38]1[C:42](=[O:43])[C:41]2=[CH:44][CH:45]=[CH:46][CH:47]=[C:40]2[C:39]1=[O:48].[C:49](=O)([O-])[O-].[Cs+].[Cs+].[I-].[K+]. Product: [O:43]=[C:42]1[C:41]2[C:40](=[CH:47][CH:46]=[CH:45][CH:44]=2)[C:39](=[O:48])[N:38]1[O:37][CH2:29][C:27]1[N:26]=[C:23]([CH2:24][CH2:17][CH2:18][CH2:19][CH2:20][CH2:15][NH:7][C:8](=[O:14])[O:9][C:10]([CH3:11])([CH3:12])[CH3:13])[CH:25]=[CH:49][CH:28]=1. The catalyst class is: 10.